Dataset: Forward reaction prediction with 1.9M reactions from USPTO patents (1976-2016). Task: Predict the product of the given reaction. (1) Given the reactants [CH3:1][O:2][C:3]1[CH:8]=[C:7]([N+:9]([O-:11])=[O:10])[CH:6]=[CH:5][C:4]=1[S:12](Cl)(=[O:14])=[O:13].[CH3:16][NH:17][CH2:18][CH2:19][CH2:20][N:21]1[CH2:26][CH2:25][N:24]([CH3:27])[CH2:23][CH2:22]1.CCN(CC)CC, predict the reaction product. The product is: [CH3:1][O:2][C:3]1[CH:8]=[C:7]([N+:9]([O-:11])=[O:10])[CH:6]=[CH:5][C:4]=1[S:12]([N:17]([CH3:16])[CH2:18][CH2:19][CH2:20][N:21]1[CH2:22][CH2:23][N:24]([CH3:27])[CH2:25][CH2:26]1)(=[O:14])=[O:13]. (2) Given the reactants [CH3:1][C:2]1[N:3]=[C:4]([C:22]2[CH:27]=[CH:26][C:25]([C:28]([F:31])([F:30])[F:29])=[CH:24][CH:23]=2)[S:5][C:6]=1[CH2:7][N:8]1[C:16]2[C:11](=[C:12]([O:17][CH2:18][C:19]([OH:21])=[O:20])[CH:13]=[CH:14][CH:15]=2)[CH:10]=[CH:9]1.COC(=O)COC1C=C2C(=CC=1)N(CC1SC(C3C=CC(C(F)(F)F)=CC=3)=NC=1C)C=C2, predict the reaction product. The product is: [CH3:1][C:2]1[N:3]=[C:4]([C:22]2[CH:27]=[CH:26][C:25]([C:28]([F:30])([F:29])[F:31])=[CH:24][CH:23]=2)[S:5][C:6]=1[CH2:7][N:8]1[C:9]2[C:14](=[CH:13][C:12]([O:17][CH2:18][C:19]([OH:21])=[O:20])=[CH:11][CH:10]=2)[CH:15]=[CH:16]1. (3) Given the reactants [Cl:1][C:2]1[CH:7]=[CH:6][CH:5]=[CH:4][C:3]=1[C:8]1[N:12]([C:13]2[C:20]3[S:19][C:18]([NH2:21])=[N:17][C:16]=3[NH:15][N:14]=2)[CH:11]=[N:10][CH:9]=1.[C:22]([N:29]1[CH2:34][CH2:33][CH:32]([CH2:35][C:36](O)=[O:37])[CH2:31][CH2:30]1)([O:24][C:25]([CH3:28])([CH3:27])[CH3:26])=[O:23].CN(C(ON1N=NC2C=CC=NC1=2)=[N+](C)C)C.F[P-](F)(F)(F)(F)F.C(N(C(C)C)CC)(C)C.CN(C)CCN, predict the reaction product. The product is: [C:25]([O:24][C:22]([N:29]1[CH2:34][CH2:33][CH:32]([CH2:35][C:36](=[O:37])[NH:21][C:18]2[S:19][C:20]3[C:13]([N:12]4[C:8]([C:3]5[CH:4]=[CH:5][CH:6]=[CH:7][C:2]=5[Cl:1])=[CH:9][N:10]=[CH:11]4)=[N:14][NH:15][C:16]=3[N:17]=2)[CH2:31][CH2:30]1)=[O:23])([CH3:28])([CH3:27])[CH3:26]. (4) The product is: [OH:16][C@@H:11]1[C@@H:10]([NH:17][CH2:18][CH2:19][C:20]2[CH:25]=[CH:24][CH:23]=[CH:22][CH:21]=2)[C:9]2[CH:26]=[C:27]3[C:6]([NH:5][C:3](=[O:4])[CH2:2][O:28]3)=[CH:7][C:8]=2[O:13][C:12]1([CH3:15])[CH3:14]. Given the reactants Cl[CH2:2][C:3]([NH:5][C:6]1[C:27]([OH:28])=[CH:26][C:9]2[C@H:10]([NH:17][CH2:18][CH2:19][C:20]3[CH:25]=[CH:24][CH:23]=[CH:22][CH:21]=3)[C@@H:11]([OH:16])[C:12]([CH3:15])([CH3:14])[O:13][C:8]=2[CH:7]=1)=[O:4].[Cl-].[NH4+], predict the reaction product. (5) Given the reactants [NH2:1][CH2:2][CH2:3][CH2:4][CH2:5][N:6]1[CH2:11][CH2:10][N:9]([C:12]([O:14][C:15]([CH3:18])([CH3:17])[CH3:16])=[O:13])[CH2:8][CH2:7]1.CCN(CC)CC.[NH:26]1[C:34]2[CH:33]=[CH:32][N:31]=[CH:30][C:29]=2[CH:28]=[C:27]1[C:35](O)=[O:36].CN(C(ON1N=NC2C=CC=CC1=2)=[N+](C)C)C.F[P-](F)(F)(F)(F)F, predict the reaction product. The product is: [NH:26]1[C:34]2[CH:33]=[CH:32][N:31]=[CH:30][C:29]=2[CH:28]=[C:27]1[C:35]([NH:1][CH2:2][CH2:3][CH2:4][CH2:5][N:6]1[CH2:11][CH2:10][N:9]([C:12]([O:14][C:15]([CH3:18])([CH3:17])[CH3:16])=[O:13])[CH2:8][CH2:7]1)=[O:36]. (6) Given the reactants [Cl:1][C:2]1[C:3]([F:20])=[C:4]([CH:17]=[CH:18][CH:19]=1)[CH2:5][C:6]1[C:7]([F:16])=[N:8][C:9]([F:15])=[C:10]([CH:14]=1)[C:11]([OH:13])=O.S(Cl)(Cl)=O.CN(C)[CH:27]=[CH:28][C:29]([O:31][CH2:32][CH3:33])=[O:30].[CH2:35](N(CC)CC)C.[NH2:42][C@H:43]([CH2:47][OH:48])[CH:44]([CH3:46])[CH3:45], predict the reaction product. The product is: [Cl:1][C:2]1[C:3]([F:20])=[C:4]([CH:17]=[CH:18][CH:19]=1)[CH2:5][C:6]1[C:7]([F:16])=[N:8][C:9]([F:15])=[C:10]([CH:14]=1)[C:11]([C:28](=[CH:27][NH:42][C@@H:43]([C:44]([CH3:35])([CH3:46])[CH3:45])[CH2:47][OH:48])[C:29]([O:31][CH2:32][CH3:33])=[O:30])=[O:13]. (7) The product is: [CH3:10][O:9][C:4]1[CH:5]=[C:6]([CH3:8])[C:7]([S:11]([O:12][C:22]2[C:21]([F:24])=[C:20]([F:25])[C:19]([F:26])=[C:18]([F:27])[C:17]=2[F:16])(=[O:14])=[O:13])=[C:2]([CH3:1])[CH:3]=1. Given the reactants [CH3:1][C:2]1[CH:3]=[C:4]([O:9][CH3:10])[CH:5]=[C:6]([CH3:8])[CH:7]=1.[S:11](Cl)(=[O:14])(=[O:13])[OH:12].[F:16][C:17]1[C:22](O)=[C:21]([F:24])[C:20]([F:25])=[C:19]([F:26])[C:18]=1[F:27].C(N(CC)CC)C, predict the reaction product.